Dataset: Catalyst prediction with 721,799 reactions and 888 catalyst types from USPTO. Task: Predict which catalyst facilitates the given reaction. (1) Reactant: [H-].[Na+].[CH2:3]([SH:5])[CH3:4].[H][H].Cl[C:9]1[CH:10]=[CH:11][C:12]2[N:13]([C:15]([S:20]([NH2:23])(=[O:22])=[O:21])=[C:16]([CH2:18][CH3:19])[N:17]=2)[N:14]=1.Cl. Product: [CH2:18]([C:16]1[N:17]=[C:12]2[CH:11]=[CH:10][C:9]([S:5][CH2:3][CH3:4])=[N:14][N:13]2[C:15]=1[S:20]([NH2:23])(=[O:22])=[O:21])[CH3:19]. The catalyst class is: 18. (2) The catalyst class is: 4. Product: [N+:11]([C:9]1[CH:8]=[CH:7][C:4]([CH:5]=[C:18]([C:17](=[O:22])[CH3:16])[C:19](=[O:21])[CH3:20])=[C:3]([C:2]([F:15])([F:14])[F:1])[CH:10]=1)([O-:13])=[O:12]. Reactant: [F:1][C:2]([F:15])([F:14])[C:3]1[CH:10]=[C:9]([N+:11]([O-:13])=[O:12])[CH:8]=[CH:7][C:4]=1[CH:5]=O.[CH3:16][C:17](=[O:22])[CH2:18][C:19](=[O:21])[CH3:20].C(O)(=O)C.N1CCCCC1. (3) Reactant: [CH2:1]([O:8][CH2:9][CH2:10][N:11]1C(=O)C2C(=CC=CC=2)C1=O)[C:2]1[CH:7]=[CH:6][CH:5]=[CH:4][CH:3]=1.NN. Product: [CH2:1]([O:8][CH2:9][CH2:10][NH2:11])[C:2]1[CH:7]=[CH:6][CH:5]=[CH:4][CH:3]=1. The catalyst class is: 8. (4) Reactant: [Cl:1][C:2]1[C:10]([CH3:11])=[CH:9][CH:8]=[CH:7][C:3]=1[C:4](O)=[O:5].[CH3:12][NH:13][O:14][CH3:15].CCN(CC)CC.CCCP1(OP(CCC)(=O)OP(CCC)(=O)O1)=O. Product: [Cl:1][C:2]1[C:10]([CH3:11])=[CH:9][CH:8]=[CH:7][C:3]=1[C:4]([N:13]([O:14][CH3:15])[CH3:12])=[O:5]. The catalyst class is: 2. (5) Reactant: [NH:1]([C:15]([O:17][C:18]([CH3:21])([CH3:20])[CH3:19])=[O:16])[C@H:2]([C:4]([NH:6][C@H:7]([C:11]([O:13]C)=[O:12])[CH:8]([CH3:10])[CH3:9])=[O:5])[CH3:3].[OH-].[Na+]. Product: [NH:1]([C:15]([O:17][C:18]([CH3:21])([CH3:20])[CH3:19])=[O:16])[C@H:2]([C:4]([NH:6][C@H:7]([C:11]([OH:13])=[O:12])[CH:8]([CH3:10])[CH3:9])=[O:5])[CH3:3]. The catalyst class is: 21. (6) Reactant: C(N1C=CN=C1)(N1C=CN=C1)=O.[NH2:13][C:14]1[C:22]([N+:23]([O-:25])=[O:24])=[CH:21][C:20]([Br:26])=[CH:19][C:15]=1[C:16](O)=[O:17].Cl.[CH3:28][O:29][NH:30][CH3:31].O. Product: [NH2:13][C:14]1[C:22]([N+:23]([O-:25])=[O:24])=[CH:21][C:20]([Br:26])=[CH:19][C:15]=1[C:16]([N:30]([O:29][CH3:28])[CH3:31])=[O:17]. The catalyst class is: 2.